Dataset: Forward reaction prediction with 1.9M reactions from USPTO patents (1976-2016). Task: Predict the product of the given reaction. (1) Given the reactants [C:1]([O:5][C:6]([NH:8][CH2:9][C:10]1[CH:11]=[C:12](B(O)O)[CH:13]=[CH:14][CH:15]=1)=[O:7])([CH3:4])([CH3:3])[CH3:2].Cl[C:20]1[CH:25]=[N:24][C:23]([C:26]([F:29])([F:28])[F:27])=[CH:22][N:21]=1.C(=O)([O-])[O-].[K+].[K+].O, predict the reaction product. The product is: [C:1]([O:5][C:6](=[O:7])[NH:8][CH2:9][C:10]1[CH:15]=[CH:14][CH:13]=[C:12]([C:20]2[CH:25]=[N:24][C:23]([C:26]([F:29])([F:28])[F:27])=[CH:22][N:21]=2)[CH:11]=1)([CH3:4])([CH3:3])[CH3:2]. (2) Given the reactants C[Al](C)C.Cl.[C:6]([O:10][C:11](=[O:15])[CH2:12][NH:13][CH3:14])([CH3:9])([CH3:8])[CH3:7].[C:16]([C:18]1[C:23]2[N:24]=[C:25]([C:27](OCC)=[O:28])[O:26][C:22]=2[C:21]([F:32])=[C:20]([C:33]2[CH:38]=[CH:37][CH:36]=[CH:35][CH:34]=2)[C:19]=1[CH3:39])#[N:17].Cl, predict the reaction product. The product is: [C:16]([C:18]1[C:23]2[N:24]=[C:25]([C:27]([CH2:14][NH:13][CH2:12][C:11]([O:10][C:6]([CH3:9])([CH3:8])[CH3:7])=[O:15])=[O:28])[O:26][C:22]=2[C:21]([F:32])=[C:20]([C:33]2[CH:38]=[CH:37][CH:36]=[CH:35][CH:34]=2)[C:19]=1[CH3:39])#[N:17].